Dataset: Forward reaction prediction with 1.9M reactions from USPTO patents (1976-2016). Task: Predict the product of the given reaction. (1) Given the reactants [CH3:1][O:2][C:3]1[C:8]2=[CH:9][CH:10]=[C:11]3[C:20]([N:19]=[C:18]4[C:13]([CH:14]=[CH:15][CH:16]=[C:17]4[C:21]([OH:23])=O)=[N:12]3)=[C:7]2[CH:6]=[CH:5][CH:4]=1.[C:24](N1C=CN=C1)([N:26]1[CH:30]=[CH:29][N:28]=[CH:27]1)=O.CN(C)CCN, predict the reaction product. The product is: [CH3:24][N:26]([CH3:27])[CH2:30][CH2:29][NH:28][C:21]([C:17]1[C:18]2[C:13](=[N:12][C:11]3[C:20]([N:19]=2)=[C:7]2[CH:6]=[CH:5][CH:4]=[C:3]([O:2][CH3:1])[C:8]2=[CH:9][CH:10]=3)[CH:14]=[CH:15][CH:16]=1)=[O:23]. (2) Given the reactants Br[C:2]1[C:3]([NH:9][CH2:10][C:11]([O:13]CC)=O)=[N:4][CH:5]=[C:6]([Br:8])[N:7]=1.[CH3:16][O:17][CH2:18][CH2:19][NH2:20].C(N(C(C)C)CC)(C)C.C(OCC)(=O)C.O, predict the reaction product. The product is: [Br:8][C:6]1[N:7]=[C:2]2[N:20]([CH2:19][CH2:18][O:17][CH3:16])[C:11](=[O:13])[CH2:10][NH:9][C:3]2=[N:4][CH:5]=1. (3) Given the reactants [Br:1][C:2]1[CH:11]=[CH:10][C:9]([CH2:12][CH2:13][CH2:14][O:15][CH3:16])=[CH:8][C:3]=1[C:4](OC)=[O:5].CC(C[Al]CC(C)C)C.C1(C)C=CC=CC=1, predict the reaction product. The product is: [Br:1][C:2]1[CH:11]=[CH:10][C:9]([CH2:12][CH2:13][CH2:14][O:15][CH3:16])=[CH:8][C:3]=1[CH2:4][OH:5]. (4) The product is: [CH3:8][C:7]1[C:6]([CH2:21][N:12]2[C:13](=[O:20])[C:14]3[C:19](=[CH:18][CH:17]=[CH:16][CH:15]=3)[C:11]2=[O:10])=[CH:5][N:4]=[N:3][CH:2]=1. Given the reactants Cl[C:2]1[N:3]=[N:4][C:5](Cl)=[CH:6][C:7]=1[CH3:8].[O:10]=[C:11]1[C:19]2[C:14](=[CH:15][CH:16]=[CH:17][CH:18]=2)[C:13](=[O:20])[N:12]1[CH2:21]C(O)=O, predict the reaction product.